This data is from Full USPTO retrosynthesis dataset with 1.9M reactions from patents (1976-2016). The task is: Predict the reactants needed to synthesize the given product. (1) Given the product [Br:1][C:2]1[C:7]([C:8]([O:10][C:11]([CH3:14])([CH3:13])[CH3:12])=[O:9])=[CH:6][C:5]([NH:17][NH2:18])=[N:4][CH:3]=1, predict the reactants needed to synthesize it. The reactants are: [Br:1][C:2]1[C:7]([C:8]([O:10][C:11]([CH3:14])([CH3:13])[CH3:12])=[O:9])=[CH:6][C:5](Cl)=[N:4][CH:3]=1.O.[NH2:17][NH2:18].C(N(CC)CC)C. (2) Given the product [ClH:37].[Cl:37][C:34]1[CH:35]=[CH:36][C:31]([CH2:30][CH2:29][N:1]2[CH2:2][CH2:3][CH:4]([CH2:7][CH2:8][C:9]([C:11]3[CH:12]=[C:13]4[C:18]5=[C:19]([CH2:21][CH2:22][N:17]5[C:16](=[O:23])[CH2:15][CH2:14]4)[CH:20]=3)=[O:10])[CH2:5][CH2:6]2)=[CH:32][CH:33]=1, predict the reactants needed to synthesize it. The reactants are: [NH:1]1[CH2:6][CH2:5][CH:4]([CH2:7][CH2:8][C:9]([C:11]2[CH:12]=[C:13]3[C:18]4=[C:19]([CH2:21][CH2:22][N:17]4[C:16](=[O:23])[CH2:15][CH2:14]3)[CH:20]=2)=[O:10])[CH2:3][CH2:2]1.CS(O[CH2:29][CH2:30][C:31]1[CH:36]=[CH:35][C:34]([Cl:37])=[CH:33][CH:32]=1)(=O)=O. (3) Given the product [NH2:22][C:4]1[CH:3]=[C:2]([NH:1][C:33](=[O:39])[O:34][CH2:35][CH:36]([CH3:38])[CH3:37])[C:7]([S:8](=[O:20])(=[O:21])[NH:9][C:10]2[CH:11]=[CH:12][C:13]3[CH2:17][O:16][B:15]([OH:18])[C:14]=3[CH:19]=2)=[N:6][CH:5]=1, predict the reactants needed to synthesize it. The reactants are: [NH2:1][C:2]1[CH:3]=[C:4]([NH:22]C(=O)OCC2C=CC=CC=2)[CH:5]=[N:6][C:7]=1[S:8](=[O:21])(=[O:20])[NH:9][C:10]1[CH:11]=[CH:12][C:13]2[CH2:17][O:16][B:15]([OH:18])[C:14]=2[CH:19]=1.[C:33](Cl)(=[O:39])[O:34][CH2:35][CH:36]([CH3:38])[CH3:37]. (4) Given the product [S:24]([O-:27])([O:14][CH2:13][CH2:1][CH2:6][CH2:5][CH2:4][CH2:3][CH2:10][CH2:16][CH2:17][CH2:18][CH2:19][CH3:20])(=[O:26])=[O:25].[Na+:28], predict the reactants needed to synthesize it. The reactants are: [C:1]1([C:13](Cl)=[O:14])[CH:6]=[C:5](C(Cl)=O)[CH:4]=[C:3]([C:10](Cl)=O)C=1.[C:16]1(N)C=[CH:20][CH:19]=[C:18](N)[CH:17]=1.[S:24](=[O:27])([OH:26])[O-:25].[Na+:28].Cl[O-].[Na+].